Dataset: Reaction yield outcomes from USPTO patents with 853,638 reactions. Task: Predict the reaction yield, written as a fraction of the theoretical maximum amount of product (1.0 means a 100% yield; for example, 0.34 means a 34% yield). (1) The reactants are [Br:1][C:2]1[CH:7]=[CH:6][CH:5]=[CH:4][CH:3]=1.[CH:8]12[CH2:13][CH:12]1[C:11](=[O:14])[O:10][C:9]2=[O:15].Cl. The catalyst is C(Cl)Cl. The product is [Br:1][C:2]1[CH:7]=[CH:6][C:5]([C:11]([C@H:12]2[CH2:13][C@H:8]2[C:9]([OH:15])=[O:10])=[O:14])=[CH:4][CH:3]=1. The yield is 0.650. (2) The reactants are Br[C:2]1[CH:7]=[CH:6][C:5]([Br:8])=[CH:4][N:3]=1.[CH2:9]([O:11][C:12]1[C:13]([F:21])=[C:14](B(O)O)[CH:15]=[CH:16][CH:17]=1)[CH3:10]. No catalyst specified. The product is [Br:8][C:5]1[CH:6]=[CH:7][C:2]([C:14]2[CH:15]=[CH:16][CH:17]=[C:12]([O:11][CH2:9][CH3:10])[C:13]=2[F:21])=[N:3][CH:4]=1. The yield is 0.470. (3) The reactants are I[C:2]1[C:3]([NH:11][CH:12]([CH3:14])[CH3:13])=[N:4][C:5]([S:9][CH3:10])=[N:6][C:7]=1[CH3:8].[C:15]([O:19][CH2:20][CH3:21])(=[O:18])[CH:16]=[CH2:17].C(N(CC)CC)C.C1(C)C=CC=CC=1P(C1C=CC=CC=1C)C1C=CC=CC=1C. The catalyst is C([O-])(=O)C.[Pd+2].C([O-])(=O)C.CC(N(C)C)=O. The product is [CH:12]([NH:11][C:3]1[C:2](/[CH:17]=[CH:16]/[C:15]([O:19][CH2:20][CH3:21])=[O:18])=[C:7]([CH3:8])[N:6]=[C:5]([S:9][CH3:10])[N:4]=1)([CH3:14])[CH3:13]. The yield is 0.340. (4) The reactants are O[CH:2]=[C:3]1[C:11]2[C:6](=[CH:7][C:8]([C:12]([C:14]3[CH:15]=[C:16]([NH:20][C:21]([C:23]4[N:24]([CH3:29])[N:25]=[C:26]([CH3:28])[CH:27]=4)=[O:22])[CH:17]=[CH:18][CH:19]=3)=[O:13])=[CH:9][CH:10]=2)[NH:5][C:4]1=[O:30].[N:31]1([CH2:36][CH2:37][C:38]2[CH:43]=[CH:42][C:41]([NH2:44])=[CH:40][CH:39]=2)[CH2:35][CH2:34][CH2:33][CH2:32]1. The catalyst is C1COCC1. The product is [O:30]=[C:4]1[C:3](=[CH:2][NH:44][C:41]2[CH:42]=[CH:43][C:38]([CH2:37][CH2:36][N:31]3[CH2:35][CH2:34][CH2:33][CH2:32]3)=[CH:39][CH:40]=2)[C:11]2[C:6](=[CH:7][C:8]([C:12]([C:14]3[CH:15]=[C:16]([NH:20][C:21]([C:23]4[N:24]([CH3:29])[N:25]=[C:26]([CH3:28])[CH:27]=4)=[O:22])[CH:17]=[CH:18][CH:19]=3)=[O:13])=[CH:9][CH:10]=2)[NH:5]1. The yield is 0.410. (5) The reactants are [Cl:1][C:2]1[CH:3]=[C:4]2[CH:10]=[CH:9]NC2=NC=1.[CH2:11]1[N:16]2[CH2:17][N:16]3[CH2:11][N:12]([CH2:13]2)[CH2:13][N:12]1[CH2:17]3.[OH2:21]. The catalyst is C(O)(=O)C. The product is [Cl:1][C:2]1[CH:3]=[C:4]2[C:10]([CH:9]=[O:21])=[CH:17][NH:16][C:11]2=[N:12][CH:13]=1. The yield is 0.590. (6) The reactants are CC(C)([O-])C.[Na+].C(P(C(C)(C)C)C1C=CC=CC=1C1C=CC=CC=1)(C)(C)C.Br[C:29]1[CH:51]=[C:50]([Cl:52])[CH:49]=[C:48]([Cl:53])[C:30]=1[O:31][C:32]1[N:36]([CH3:37])[C:35]2[C:38]([CH:43]([CH2:46][CH3:47])[CH2:44][CH3:45])=[CH:39][CH:40]=[C:41]([Cl:42])[C:34]=2[N:33]=1.[CH3:54][NH:55][CH3:56]. The catalyst is C1(C)C=CC=CC=1.C1C=CC(/C=C/C(/C=C/C2C=CC=CC=2)=O)=CC=1.C1C=CC(/C=C/C(/C=C/C2C=CC=CC=2)=O)=CC=1.C1C=CC(/C=C/C(/C=C/C2C=CC=CC=2)=O)=CC=1.[Pd].[Pd].O.C(OCC)(=O)C. The product is [Cl:53][C:48]1[C:30]([O:31][C:32]2[N:36]([CH3:37])[C:35]3[C:38]([CH:43]([CH2:46][CH3:47])[CH2:44][CH3:45])=[CH:39][CH:40]=[C:41]([Cl:42])[C:34]=3[N:33]=2)=[C:29]([CH:51]=[C:50]([Cl:52])[CH:49]=1)[N:55]([CH3:56])[CH3:54]. The yield is 0.160. (7) The reactants are Cl.Cl.[CH2:3]([C:5]1[N:9]([C:10]2[N:18]=[C:17]3[C:13]([N:14]=[C:15]([C:20]4([OH:26])[CH2:25][CH2:24][CH2:23][NH:22][CH2:21]4)[N:16]3[CH3:19])=[C:12]([N:27]3[CH2:32][CH2:31][O:30][CH2:29][CH2:28]3)[N:11]=2)[C:8]2[CH:33]=[CH:34][CH:35]=[CH:36][C:7]=2[N:6]=1)[CH3:4].[O:37]1[CH2:42][CH2:41][CH2:40][CH2:39][C:38]1=O.CCN(CC)CC.C(O[BH-](OC(=O)C)OC(=O)C)(=O)C.[Na+]. The catalyst is ClCCCl.C(Cl)Cl. The product is [CH2:3]([C:5]1[N:9]([C:10]2[N:18]=[C:17]3[C:13]([N:14]=[C:15]([C:20]4([OH:26])[CH2:25][CH2:24][CH2:23][N:22]([CH:40]5[CH2:41][CH2:42][O:37][CH2:38][CH2:39]5)[CH2:21]4)[N:16]3[CH3:19])=[C:12]([N:27]3[CH2:28][CH2:29][O:30][CH2:31][CH2:32]3)[N:11]=2)[C:8]2[CH:33]=[CH:34][CH:35]=[CH:36][C:7]=2[N:6]=1)[CH3:4]. The yield is 0.720. (8) The reactants are [I:1][C:2]1[C:11]2[C:6](=[CH:7][CH:8]=[C:9]([O:12][CH3:13])[CH:10]=2)[C:5](O)=[N:4][CH:3]=1.O=P(Cl)(Cl)[Cl:17]. No catalyst specified. The product is [Cl:17][C:5]1[C:6]2[C:11](=[CH:10][C:9]([O:12][CH3:13])=[CH:8][CH:7]=2)[C:2]([I:1])=[CH:3][N:4]=1. The yield is 0.612.